From a dataset of Peptide-MHC class I binding affinity with 185,985 pairs from IEDB/IMGT. Regression. Given a peptide amino acid sequence and an MHC pseudo amino acid sequence, predict their binding affinity value. This is MHC class I binding data. (1) The MHC is HLA-A31:01 with pseudo-sequence HLA-A31:01. The binding affinity (normalized) is 0.699. The peptide sequence is KLNKFISPK. (2) The peptide sequence is ETIEILRNYL. The MHC is HLA-A02:01 with pseudo-sequence HLA-A02:01. The binding affinity (normalized) is 0.367.